Dataset: Full USPTO retrosynthesis dataset with 1.9M reactions from patents (1976-2016). Task: Predict the reactants needed to synthesize the given product. (1) Given the product [Si:1]([O:8][C@H:9]1[C@@H:13]([O:14][Si:15]([C:18]([CH3:20])([CH3:19])[CH3:21])([CH3:17])[CH3:16])[C@H:12]([N:22]2[CH:27]=[CH:26][C:25](=[O:28])[NH:24][C:23]2=[O:38])[O:11][CH:10]1[C@H:39]([OH:71])[C@@H:40]([C:64]([O:66][C:67]([CH3:68])([CH3:70])[CH3:69])=[O:65])[NH:41][CH2:42][CH2:43][CH2:44][NH:45][C:46](=[O:63])[C@H:47]([CH2:59][CH:60]([CH3:61])[CH3:62])[NH:48][C:49](=[O:58])[O:50][CH2:51][C:52]1[CH:57]=[CH:56][CH:55]=[CH:54][CH:53]=1)([C:4]([CH3:5])([CH3:6])[CH3:7])([CH3:3])[CH3:2], predict the reactants needed to synthesize it. The reactants are: [Si:1]([O:8][C@H:9]1[C@@H:13]([O:14][Si:15]([C:18]([CH3:21])([CH3:20])[CH3:19])([CH3:17])[CH3:16])[C@H:12]([N:22]2[CH:27]=[CH:26][C:25](=[O:28])[N:24](CC3C=CC(OC)=CC=3)[C:23]2=[O:38])[O:11][CH:10]1[C@H:39]([OH:71])[C@@H:40]([C:64]([O:66][C:67]([CH3:70])([CH3:69])[CH3:68])=[O:65])[NH:41][CH2:42][CH2:43][CH2:44][NH:45][C:46](=[O:63])[C@H:47]([CH2:59][CH:60]([CH3:62])[CH3:61])[NH:48][C:49](=[O:58])[O:50][CH2:51][C:52]1[CH:57]=[CH:56][CH:55]=[CH:54][CH:53]=1)([C:4]([CH3:7])([CH3:6])[CH3:5])([CH3:3])[CH3:2].[N+]([O-])([O-])=O.[Ce+4].[NH4+].[N+]([O-])([O-])=O.[N+]([O-])([O-])=O.[N+]([O-])([O-])=O.[N+]([O-])([O-])=O.[Cl-].[Na+]. (2) The reactants are: Br[C:2]1[CH:3]=[C:4]2[C:9](=[CH:10][CH:11]=1)[O:8][C:7]([CH3:13])([CH3:12])[CH2:6][C:5]2([CH3:15])[CH3:14].O1CCCC1.C([Li])(C)(C)C.CCCCC.C([O:33][C:34](=[O:59])C1C=CC(C#CC2C=CC3C(NC4CC4)CCC(C)(C)C=3C=2)=CC=1)C. Given the product [CH3:12][C:7]1([CH3:13])[CH2:6][C:5]([CH3:15])([CH3:14])[C:4]2[C:9](=[CH:10][CH:11]=[C:2]([C:34]([OH:59])=[O:33])[CH:3]=2)[O:8]1, predict the reactants needed to synthesize it. (3) Given the product [F:21][C:4]1[CH:3]=[C:2]([C:27]2[CH:32]=[CH:31][CH:30]=[CH:29][CH:28]=2)[C:10]2[O:9][C:8]([CH2:11][CH2:12][C:13]#[C:14][C:15]3[CH:20]=[CH:19][CH:18]=[CH:17][N:16]=3)=[N:7][C:6]=2[CH:5]=1, predict the reactants needed to synthesize it. The reactants are: Br[C:2]1[C:10]2[O:9][C:8]([CH2:11][CH2:12][C:13]#[C:14][C:15]3[CH:20]=[CH:19][CH:18]=[CH:17][N:16]=3)=[N:7][C:6]=2[CH:5]=[C:4]([F:21])[CH:3]=1.C([O-])(O)=O.[Na+].[C:27]1(B(O)O)[CH:32]=[CH:31][CH:30]=[CH:29][CH:28]=1.CCOC(C)=O. (4) Given the product [Cl:1][C:2]1[CH:11]=[C:10]2[C:5]([C:6]([OH:20])=[C:7]([C:15]([N:30]([C:21](=[O:29])[CH2:22][CH2:23][CH2:24][CH2:25][CH2:26][CH2:27][CH3:28])[NH2:31])=[O:17])[C:8](=[O:14])[N:9]2[CH2:12][CH3:13])=[CH:4][CH:3]=1, predict the reactants needed to synthesize it. The reactants are: [Cl:1][C:2]1[CH:11]=[C:10]2[C:5]([C:6]([OH:20])=[C:7]([C:15]([O:17]CC)=O)[C:8](=[O:14])[N:9]2[CH2:12][CH3:13])=[CH:4][CH:3]=1.[C:21]([NH:30][NH2:31])(=[O:29])[CH2:22][CH2:23][CH2:24][CH2:25][CH2:26][CH2:27][CH3:28]. (5) The reactants are: [C:1]1([CH:7]([OH:10])[CH2:8][OH:9])[CH:6]=[CH:5][CH:4]=[CH:3][CH:2]=1.[CH:11](=O)[CH3:12]. Given the product [CH3:11][CH:12]1[O:10][CH:7]([C:1]2[CH:6]=[CH:5][CH:4]=[CH:3][CH:2]=2)[CH2:8][O:9]1, predict the reactants needed to synthesize it. (6) The reactants are: [Cl:1][C:2]1[CH:7]=[CH:6][C:5]([CH:8]=[CH:9][C:10]2[C:11]([CH:15]=[O:16])=[CH:12][S:13][CH:14]=2)=[CH:4][CH:3]=1.C1(C#CC2C=C(C=O)SC=2)C=CC=CC=1.C(C1C=C(C=O)SC=1)CC1C=CC=CC=1. Given the product [Cl:1][C:2]1[CH:3]=[CH:4][C:5]([CH2:8][CH2:9][C:10]2[C:11]([CH:15]=[O:16])=[CH:12][S:13][CH:14]=2)=[CH:6][CH:7]=1, predict the reactants needed to synthesize it. (7) Given the product [CH3:1][N:2]([S:24]([C:27]1[S:28][CH:29]=[CH:30][CH:31]=1)(=[O:25])=[O:26])[C:3]1[CH:4]=[CH:5][CH:6]=[C:7]2[C:11]=1[NH:10][C:9]([C:12]1[S:13][C:14]([CH2:17][CH2:18][C:19]([OH:21])=[O:20])=[CH:15][N:16]=1)=[CH:8]2, predict the reactants needed to synthesize it. The reactants are: [CH3:1][N:2]([S:24]([C:27]1[S:28][CH:29]=[CH:30][CH:31]=1)(=[O:26])=[O:25])[C:3]1[CH:4]=[CH:5][CH:6]=[C:7]2[C:11]=1[NH:10][C:9]([C:12]1[S:13][C:14]([CH2:17][CH2:18][C:19]([O:21]CC)=[O:20])=[CH:15][N:16]=1)=[CH:8]2.[OH-].[Na+].O1CCCC1.